This data is from Peptide-MHC class II binding affinity with 134,281 pairs from IEDB. The task is: Regression. Given a peptide amino acid sequence and an MHC pseudo amino acid sequence, predict their binding affinity value. This is MHC class II binding data. (1) The peptide sequence is PTMLKKGMTTVLDFH. The MHC is DRB3_0202 with pseudo-sequence DRB3_0202. The binding affinity (normalized) is 0.565. (2) The peptide sequence is RDGHEKPMNVQSLGW. The MHC is HLA-DQA10501-DQB10402 with pseudo-sequence HLA-DQA10501-DQB10402. The binding affinity (normalized) is 0.281. (3) The peptide sequence is CFKYILIQAGFDQRL. The MHC is DRB1_0301 with pseudo-sequence DRB1_0301. The binding affinity (normalized) is 0.217. (4) The peptide sequence is WKTWGKNLVFSPGRK. The MHC is DRB1_0701 with pseudo-sequence DRB1_0701. The binding affinity (normalized) is 0.560. (5) The peptide sequence is IIFSQNMNIKLKMPL. The MHC is DRB3_0101 with pseudo-sequence DRB3_0101. The binding affinity (normalized) is 0.289.